Predict the product of the given reaction. From a dataset of Forward reaction prediction with 1.9M reactions from USPTO patents (1976-2016). (1) Given the reactants P(Br)(Br)[Br:2].[CH3:5][N:6]1[C:10]([CH2:11]O)=[CH:9][C:8]([C:13]2[CH:18]=[CH:17][C:16]([O:19][C:20]([F:23])([F:22])[F:21])=[CH:15][CH:14]=2)=[N:7]1, predict the reaction product. The product is: [Br:2][CH2:11][C:10]1[N:6]([CH3:5])[N:7]=[C:8]([C:13]2[CH:18]=[CH:17][C:16]([O:19][C:20]([F:23])([F:22])[F:21])=[CH:15][CH:14]=2)[CH:9]=1. (2) Given the reactants Cl.N[CH:3]1[CH2:8][CH2:7][O:6][CH2:5][CH:4]1[CH2:9][O:10][C:11]1[CH:16]=[CH:15][C:14]([C:17](=[O:19])[CH3:18])=[CH:13][CH:12]=1.[F:20][C:21]([F:28])([F:27])[CH2:22][S:23](Cl)(=[O:25])=[O:24].CC[N:31](CC)CC, predict the reaction product. The product is: [C:17]([C:14]1[CH:15]=[CH:16][C:11]([O:10][CH2:9][CH:4]2[CH:3]([CH:22]([S:23]([NH2:31])(=[O:25])=[O:24])[C:21]([F:28])([F:27])[F:20])[CH2:8][CH2:7][O:6][CH2:5]2)=[CH:12][CH:13]=1)(=[O:19])[CH3:18]. (3) Given the reactants [NH2:1][C:2]1[N:3]=[CH:4][C:5]([C:21]2[CH:22]=[CH:23][C:24](=[O:30])[N:25]([CH:27]([CH3:29])[CH3:28])[CH:26]=2)=[N:6][C:7]=1[C:8]1[O:12][N:11]=[C:10]([C:13]2[CH:18]=[CH:17][CH:16]=[C:15]([CH2:19]Cl)[CH:14]=2)[CH:9]=1.[CH3:31][NH2:32].C([O-])([O-])=O.[Na+].[Na+], predict the reaction product. The product is: [NH2:1][C:2]1[N:3]=[CH:4][C:5]([C:21]2[CH:22]=[CH:23][C:24](=[O:30])[N:25]([CH:27]([CH3:29])[CH3:28])[CH:26]=2)=[N:6][C:7]=1[C:8]1[O:12][N:11]=[C:10]([C:13]2[CH:18]=[CH:17][CH:16]=[C:15]([CH2:19][NH:32][CH3:31])[CH:14]=2)[CH:9]=1. (4) Given the reactants Cl[S:2]([C:5]1[CH:6]=[CH:7][C:8]([F:14])=[C:9]([CH:13]=1)[C:10]([OH:12])=[O:11])(=[O:4])=[O:3].S([O-])([O-])=O.[Na+].[Na+].[OH-].[Na+].OS(O)(=O)=O, predict the reaction product. The product is: [F:14][C:8]1[CH:7]=[CH:6][C:5]([S:2]([OH:4])=[O:3])=[CH:13][C:9]=1[C:10]([OH:12])=[O:11]. (5) The product is: [F:23][C:18]1[CH:19]=[CH:20][CH:21]=[CH:22][C:17]=1[N:14]1[C:1]([C:2]2[CH:3]=[N:4][CH:5]=[CH:6][CH:7]=2)=[C:9]([C:10]([OH:12])=[O:11])[N:16]=[N:15]1. Given the reactants [C:1]([CH2:9][C:10]([O:12]C)=[O:11])(=O)[C:2]1[CH:7]=[CH:6][CH:5]=[N:4][CH:3]=1.[N:14]([C:17]1[CH:22]=[CH:21][CH:20]=[CH:19][C:18]=1[F:23])=[N+:15]=[N-:16].[O-]CC.[Na+].[OH-].[Na+], predict the reaction product. (6) Given the reactants Cl.[Cl:2][CH2:3][C:4]1[N:5]=[C:6]([C:10]2[CH:15]=[CH:14][CH:13]=[C:12]([O:16][CH3:17])[CH:11]=2)[O:7][C:8]=1[CH3:9].[OH-].[Na+], predict the reaction product. The product is: [Cl:2][CH2:3][C:4]1[N:5]=[C:6]([C:10]2[CH:15]=[CH:14][CH:13]=[C:12]([O:16][CH3:17])[CH:11]=2)[O:7][C:8]=1[CH3:9]. (7) Given the reactants [N:1]1([C:7]2[S:8][C:9]3[C:10](=[O:17])[NH:11][CH2:12][CH:13]=[CH:14][C:15]=3[N:16]=2)[CH2:6][CH2:5][O:4][CH2:3][CH2:2]1.C(N(CC)CC)C.[Br:25]Br.N12CCCN=C1CCCCC2, predict the reaction product. The product is: [Br:25][C:14]1[C:15]2[N:16]=[C:7]([N:1]3[CH2:6][CH2:5][O:4][CH2:3][CH2:2]3)[S:8][C:9]=2[C:10](=[O:17])[NH:11][CH2:12][CH:13]=1. (8) The product is: [Cl:20][C:19]1[C:14]([N:12]2[CH2:13][C@H:9]([O:8][Si:1]([C:4]([CH3:7])([CH3:6])[CH3:5])([CH3:3])[CH3:2])[CH2:10][C@H:11]2[C:25]([O:27][CH3:28])=[O:26])=[N:15][CH:16]=[C:17]([C:21]2[N:22]=[C:40]([C:31]3[CH:30]=[CH:39][C:38]([C:25]4[CH:11]=[CH:10][CH:9]=[CH:13][C:43]=4[CH3:44])=[C:33]([CH2:34][O:36][CH3:37])[CH:32]=3)[O:24][N:23]=2)[CH:18]=1. Given the reactants [Si:1]([O:8][C@H:9]1[CH2:13][N:12]([C:14]2[C:19]([Cl:20])=[CH:18][C:17]([C:21](=[N:23][OH:24])[NH2:22])=[CH:16][N:15]=2)[C@H:11]([C:25]([O:27][CH3:28])=[O:26])[CH2:10]1)([C:4]([CH3:7])([CH3:6])[CH3:5])([CH3:3])[CH3:2].Br[C:30]1[CH:39]=[CH:38][C:33]([C:34]([O:36][CH3:37])=O)=[CH:32][C:31]=1[CH2:40]OC.[CH2:43](Cl)[CH2:44]Cl, predict the reaction product. (9) Given the reactants [Cl:1][C:2]1[CH:3]=[C:4]([C:8]2[N:9]=[C:10]([N:16]3[C:20]4[CH:21]=[C:22]([OH:25])[CH:23]=[CH:24][C:19]=4[N:18]=[CH:17]3)[S:11][C:12]=2[C:13]([NH2:15])=[O:14])[CH:5]=[CH:6][CH:7]=1.[CH3:26][N:27]([CH3:42])[CH2:28][CH2:29][CH2:30]OS(C1C=CC(C)=CC=1)(=O)=O.C(=O)([O-])[O-].[Cs+].[Cs+], predict the reaction product. The product is: [Cl:1][C:2]1[CH:3]=[C:4]([C:8]2[N:9]=[C:10]([N:16]3[C:20]4[CH:21]=[C:22]([O:25][CH2:30][CH2:29][CH2:28][N:27]([CH3:42])[CH3:26])[CH:23]=[CH:24][C:19]=4[N:18]=[CH:17]3)[S:11][C:12]=2[C:13]([NH2:15])=[O:14])[CH:5]=[CH:6][CH:7]=1.